Dataset: Antibody developability classification from SAbDab with 2,409 antibodies. Task: Regression/Classification. Given an antibody's heavy chain and light chain sequences, predict its developability. TAP uses regression for 5 developability metrics; SAbDab uses binary classification. (1) Result: 0 (not developable). The antibody is ['DVQLVESGGGVVRPGESLRLSCAASGFSFSSYAMNWVRQAPGEGLEWVSRINSGGGGTDYAESVKGRFTISRDNSENTLYLQMNSLRAEDTAVYYCAKQYDWNSFFDYWGLGALVTVSS', 'ETVLTQSPATLSVSPGERATLSCRASQTVGSKLAWHQQKPGQAPRLLIYDATNRATGISDRFSGSGSGTDFTLTISSLQTEDSAVYYCQQYYYWPPYRFGGGTKVEIK']. (2) The antibody is ['QVRLSQSGGQMKKPGDSMRISCRASGYEFINCPINWIRLAPGKRPEWMGWMKPRYGAVSYARQLQGRVTMTRDMYSETAFLELRSLTSDDTAVYFCTRGKYCTARDYYNWDFEHWGQGTPVTVSS', 'EIVLTQSPGTLSLSPGETAIISCRTSQYGSLAWYQQRPGQAPRLVIYSGSTRAAGIPDRFSGSRWGPDYNLTISNLESGDFGVYYCQQYEFFGQGTKVQVD']. Result: 0 (not developable).